From a dataset of Full USPTO retrosynthesis dataset with 1.9M reactions from patents (1976-2016). Predict the reactants needed to synthesize the given product. (1) Given the product [CH3:23][O:22][C:17]1[CH:18]=[CH:19][CH:20]=[CH:21][C:16]=1[C:14]1[N:13]=[CH:12][N:11]=[C:10]([NH:9][C:7](=[O:8])[NH:6][CH2:5][C:4]([OH:24])=[O:3])[CH:15]=1, predict the reactants needed to synthesize it. The reactants are: C([O:3][C:4](=[O:24])[CH2:5][NH:6][C:7]([NH:9][C:10]1[CH:15]=[C:14]([C:16]2[CH:21]=[CH:20][CH:19]=[CH:18][C:17]=2[O:22][CH3:23])[N:13]=[CH:12][N:11]=1)=[O:8])C.[Li+].[OH-]. (2) Given the product [F:37][C:36]([F:39])([F:38])[C:34]([OH:40])=[O:35].[CH2:24]([N:4]([CH2:1][CH2:2][CH3:3])[C:5]([CH2:7][O:8][C:9](=[O:23])[CH2:10][CH2:11][NH2:12])=[O:6])[CH2:25][CH3:26], predict the reactants needed to synthesize it. The reactants are: [CH2:1]([N:4]([CH2:24][CH2:25][CH3:26])[C:5]([CH2:7][O:8][C:9](=[O:23])[CH2:10][CH2:11][NH:12]C(OCC1C=CC=CC=1)=O)=[O:6])[CH2:2][CH3:3].C(OC(C)C)(=O)C.[C:34]([OH:40])([C:36]([F:39])([F:38])[F:37])=[O:35]. (3) Given the product [Cl:1][C:2]1[N:3]=[C:4]([N:11]2[CH2:12][CH2:13][O:14][CH2:15][CH2:16]2)[C:5]2[N:10]=[C:9]([CH:31]=[O:32])[S:8][C:6]=2[N:7]=1, predict the reactants needed to synthesize it. The reactants are: [Cl:1][C:2]1[N:3]=[C:4]([N:11]2[CH2:16][CH2:15][O:14][CH2:13][CH2:12]2)[C:5]2[N:10]=[CH:9][S:8][C:6]=2[N:7]=1.C([Li])CCC.CCCCCC.CN([CH:31]=[O:32])C.